This data is from Reaction yield outcomes from USPTO patents with 853,638 reactions. The task is: Predict the reaction yield, written as a fraction of the theoretical maximum amount of product (1.0 means a 100% yield; for example, 0.34 means a 34% yield). (1) The reactants are [ClH:1].[CH3:2][O:3][C:4](=[O:19])[C:5]1[CH:10]=[C:9]([C:11]#[C:12][C:13]2[CH:18]=[CH:17][CH:16]=[CH:15][CH:14]=2)[CH:8]=[N:7][CH:6]=1. The catalyst is C(OCC)C. The product is [ClH:1].[CH3:2][O:3][C:4](=[O:19])[C:5]1[CH:10]=[C:9]([C:11]#[C:12][C:13]2[CH:14]=[CH:15][CH:16]=[CH:17][CH:18]=2)[CH:8]=[N:7][CH:6]=1. The yield is 0.930. (2) The catalyst is C1(C)C=CC=CC=1. The reactants are [CH3:1][C:2]1([CH3:16])[O:7][C:6]2[CH:8]=[CH:9][C:10]([N+:12]([O-:14])=[O:13])=[CH:11][C:5]=2[NH:4][C:3]1=O.COC1C=CC(P2(SP(C3C=CC(OC)=CC=3)(=S)S2)=[S:26])=CC=1. The product is [CH3:1][C:2]1([CH3:16])[O:7][C:6]2[CH:8]=[CH:9][C:10]([N+:12]([O-:14])=[O:13])=[CH:11][C:5]=2[NH:4][C:3]1=[S:26]. The yield is 0.820. (3) The product is [C:32]([C:25]1[C:26]2[C:31](=[CH:30][CH:29]=[CH:28][CH:27]=2)[C:22]([C:2]2[C:3]([S:8][CH2:9][C:10]([OH:12])=[O:11])=[N:4][CH:5]=[N:6][CH:7]=2)=[CH:23][CH:24]=1)#[N:33]. The reactants are Br[C:2]1[C:3]([S:8][CH2:9][C:10]([O:12]C)=[O:11])=[N:4][CH:5]=[N:6][CH:7]=1.CC1(C)C(C)(C)OB([C:22]2[C:31]3[C:26](=[CH:27][CH:28]=[CH:29][CH:30]=3)[C:25]([C:32]#[N:33])=[CH:24][CH:23]=2)O1.C(=O)([O-])[O-].[Na+].[Na+].[OH-].[Na+]. The catalyst is O1CCOCC1. The yield is 0.530. (4) The reactants are [CH2:1]([C:3]1[N:4]=[C:5]([CH2:32][CH2:33][CH3:34])[N:6]([CH2:17][C:18]2[CH:23]=[CH:22][C:21]([C:24]3[C:25]([C:30]#[N:31])=[CH:26][CH:27]=[CH:28][CH:29]=3)=[CH:20][CH:19]=2)[C:7](=[O:16])[C:8]=1[C:9]1[CH:14]=[CH:13][C:12]([OH:15])=[CH:11][CH:10]=1)[CH3:2].I[CH2:36][C:37]([CH3:40])([CH3:39])[CH3:38].C(=O)([O-])[O-].[Cs+].[Cs+].CN(C)C=O. The catalyst is C(OCC)(=O)C. The product is [CH3:36][C:37]([CH3:40])([CH3:39])[CH2:38][O:15][C:12]1[CH:11]=[CH:10][C:9]([C:8]2[C:7](=[O:16])[N:6]([CH2:17][C:18]3[CH:23]=[CH:22][C:21]([C:24]4[C:25]([C:30]#[N:31])=[CH:26][CH:27]=[CH:28][CH:29]=4)=[CH:20][CH:19]=3)[C:5]([CH2:32][CH2:33][CH3:34])=[N:4][C:3]=2[CH2:1][CH3:2])=[CH:14][CH:13]=1. The yield is 0.620. (5) The reactants are [F:1][C:2]([P:8]([C:14]([F:20])([F:19])[C:15]([F:18])([F:17])[F:16])(=[O:13])[O:9][CH2:10][C:11]#[CH:12])([F:7])[C:3]([F:6])([F:5])[F:4].[CH3:21][N:22]1[CH2:26][CH2:25][CH2:24][CH2:23]1. The yield is 0.940. The product is [F:7][C:2]([P:8]([C:14]([F:19])([F:20])[C:15]([F:18])([F:17])[F:16])(=[O:9])[O-:13])([F:1])[C:3]([F:6])([F:5])[F:4].[CH3:21][N+:22]1([CH2:10][C:11]#[CH:12])[CH2:26][CH2:25][CH2:24][CH2:23]1. The catalyst is CCCCCC. (6) The reactants are [CH2:1]([O:5][C:6]1[C:15]2[C:10](=[CH:11][CH:12]=[C:13](/[CH:16]=[CH:17]/[C:18]([O:20]CC)=[O:19])[CH:14]=2)[C:9](=[O:23])[N:8]([CH2:24][C:25]([CH3:28])([CH3:27])[CH3:26])[C:7]=1[CH2:29][NH:30][C:31]([O:33][C:34]([CH3:37])([CH3:36])[CH3:35])=[O:32])[CH2:2][CH2:3][CH3:4].[OH-].[Na+].O.Cl. The catalyst is O1CCCC1.C(O)C. The product is [CH2:1]([O:5][C:6]1[C:15]2[C:10](=[CH:11][CH:12]=[C:13](/[CH:16]=[CH:17]/[C:18]([OH:20])=[O:19])[CH:14]=2)[C:9](=[O:23])[N:8]([CH2:24][C:25]([CH3:28])([CH3:27])[CH3:26])[C:7]=1[CH2:29][NH:30][C:31]([O:33][C:34]([CH3:35])([CH3:37])[CH3:36])=[O:32])[CH2:2][CH2:3][CH3:4]. The yield is 0.841. (7) The yield is 0.490. The reactants are CS(O[CH2:6][CH2:7][C:8]1[CH:13]=[CH:12][CH:11]=[CH:10][N:9]=1)(=O)=O.[CH:14]1([NH:20][C:21]([C:23]2[C:24]([SH:29])=[N:25][CH:26]=[CH:27][CH:28]=2)=[O:22])[CH2:19][CH2:18][CH2:17][CH2:16][CH2:15]1.C(=O)([O-])[O-].[K+].[K+].C(#N)C. The product is [CH:14]1([NH:20][C:21]([C:23]2[C:24]([S:29][CH2:6][CH2:7][C:8]3[CH:13]=[CH:12][CH:11]=[CH:10][N:9]=3)=[N:25][CH:26]=[CH:27][CH:28]=2)=[O:22])[CH2:15][CH2:16][CH2:17][CH2:18][CH2:19]1. The catalyst is O. (8) The reactants are [CH3:1][N:2]([CH2:4][C:5]1[CH:10]=[CH:9][C:8]([CH:11]2[CH:20]([C:21]3[CH:26]=[CH:25][C:24]([CH:27]([CH3:29])[CH3:28])=[CH:23][CH:22]=3)[C:19](=O)[C:18]3[C:17]([C:31]([O:33]CC)=O)=[CH:16][CH:15]=[CH:14][C:13]=3[NH:12]2)=[CH:7][CH:6]=1)[CH3:3].O.[NH2:37][NH2:38]. The catalyst is CO. The product is [CH3:1][N:2]([CH2:4][C:5]1[CH:10]=[CH:9][C:8]([CH:11]2[NH:12][C:13]3[C:18]4[C:19](=[N:37][NH:38][C:31](=[O:33])[C:17]=4[CH:16]=[CH:15][CH:14]=3)[CH:20]2[C:21]2[CH:22]=[CH:23][C:24]([CH:27]([CH3:28])[CH3:29])=[CH:25][CH:26]=2)=[CH:7][CH:6]=1)[CH3:3]. The yield is 0.370. (9) The reactants are [CH3:1][S-:2].[Na+].O1CCCC1.[CH:9]([C:13]1[C:14](Cl)=[N:15][C:16]([N:26]2[CH:30]=[CH:29][CH:28]=[N:27]2)=[N:17][C:18]=1[N:19]1[CH2:24][CH2:23][CH:22]([CH3:25])[CH2:21][CH2:20]1)([CH2:11][CH3:12])[CH3:10]. The catalyst is O. The product is [CH:9]([C:13]1[C:14]([S:2][CH3:1])=[N:15][C:16]([N:26]2[CH:30]=[CH:29][CH:28]=[N:27]2)=[N:17][C:18]=1[N:19]1[CH2:24][CH2:23][CH:22]([CH3:25])[CH2:21][CH2:20]1)([CH2:11][CH3:12])[CH3:10]. The yield is 1.00.